Dataset: Forward reaction prediction with 1.9M reactions from USPTO patents (1976-2016). Task: Predict the product of the given reaction. Given the reactants [F:1][C:2]1[CH:3]=[C:4]([NH:31][C:32]([NH:34][C:35](=[O:43])[CH2:36][C:37]2[CH:42]=[CH:41][CH:40]=[CH:39][CH:38]=2)=[S:33])[CH:5]=[CH:6][C:7]=1[O:8][C:9]1[CH:14]=[CH:13][N:12]=[C:11]2[CH:15]=[C:16]([C:18]3[N:19](COCC[Si](C)(C)C)[CH:20]=[CH:21][N:22]=3)[S:17][C:10]=12, predict the reaction product. The product is: [NH:19]1[CH:20]=[CH:21][N:22]=[C:18]1[C:16]1[S:17][C:10]2[C:11](=[N:12][CH:13]=[CH:14][C:9]=2[O:8][C:7]2[CH:6]=[CH:5][C:4]([NH:31][C:32]([NH:34][C:35](=[O:43])[CH2:36][C:37]3[CH:38]=[CH:39][CH:40]=[CH:41][CH:42]=3)=[S:33])=[CH:3][C:2]=2[F:1])[CH:15]=1.